Dataset: Reaction yield outcomes from USPTO patents with 853,638 reactions. Task: Predict the reaction yield, written as a fraction of the theoretical maximum amount of product (1.0 means a 100% yield; for example, 0.34 means a 34% yield). (1) The reactants are [NH:1]1[C:5]2[CH2:6][CH2:7][CH2:8][CH2:9][C:4]=2[N:3]=[C:2]1[NH:10]C(=O)C.O.OS(O)(=O)=O. The product is [NH:1]1[C:5]2[CH2:6][CH2:7][CH2:8][CH2:9][C:4]=2[N:3]=[C:2]1[NH2:10]. The yield is 0.860. The catalyst is CO. (2) The reactants are Cl[C:2]1[CH:9]=[CH:8][C:5]([C:6]#[N:7])=[C:4]([N:10]([CH2:12][CH2:13][O:14][CH3:15])[CH3:11])[N:3]=1.[Br:16][C:17]1[CH:24]=[CH:23][C:22]([OH:25])=[CH:21][C:18]=1[CH:19]=[O:20].C([O-])([O-])=O.[K+].[K+]. The catalyst is CN(C=O)C. The product is [Br:16][C:17]1[CH:24]=[CH:23][C:22]([O:25][C:2]2[CH:9]=[CH:8][C:5]([C:6]#[N:7])=[C:4]([N:10]([CH2:12][CH2:13][O:14][CH3:15])[CH3:11])[N:3]=2)=[CH:21][C:18]=1[CH:19]=[O:20]. The yield is 0.750. (3) The reactants are Br[C:2]1[C:3]2[C:4]3[CH:17]=[CH:16][S:15][C:5]=3[C:6](=[O:14])[NH:7][C:8]=2[CH:9]=[CH:10][C:11]=1[O:12][CH3:13].CC1(C)C(C)(C)OB([C:26]2[CH:31]=[CH:30][C:29]([C@@H:32]([NH:34][C:35](=[O:41])[O:36][C:37]([CH3:40])([CH3:39])[CH3:38])[CH3:33])=[CH:28][CH:27]=2)O1. No catalyst specified. The product is [CH3:13][O:12][C:11]1[CH:10]=[CH:9][C:8]2[NH:7][C:6](=[O:14])[C:5]3[S:15][CH:16]=[CH:17][C:4]=3[C:3]=2[C:2]=1[C:26]1[CH:27]=[CH:28][C:29]([C@@H:32]([NH:34][C:35](=[O:41])[O:36][C:37]([CH3:40])([CH3:39])[CH3:38])[CH3:33])=[CH:30][CH:31]=1. The yield is 0.660. (4) The reactants are [F:1][B-](F)(F)F.N#[O+].N1C=CC=CC=1.[FH:14].[CH3:15][O:16][C:17](=[O:43])[C:18]1[CH:30]=[C:29]([C:31]2([C:37]3[CH:42]=[CH:41][CH:40]=[CH:39][CH:38]=3)SCCCS2)[CH:28]=[C:20]([C:21]([N:23]([CH3:27])[CH2:24][CH2:25][CH3:26])=[O:22])[CH:19]=1. The catalyst is ClCCl. The product is [CH3:15][O:16][C:17](=[O:43])[C:18]1[CH:30]=[C:29]([C:31]([F:1])([F:14])[C:37]2[CH:42]=[CH:41][CH:40]=[CH:39][CH:38]=2)[CH:28]=[C:20]([C:21]([N:23]([CH3:27])[CH2:24][CH2:25][CH3:26])=[O:22])[CH:19]=1. The yield is 0.420. (5) The reactants are [OH-].[K+].[N+:3]([C:6]1[CH:13]=[CH:12][C:9]([CH2:10]Br)=[CH:8][CH:7]=1)([O-:5])=[O:4].[CH3:14][O:15][CH2:16][CH2:17][OH:18]. The product is [CH3:14][O:15][CH2:16][CH2:17][O:18][CH2:10][C:9]1[CH:12]=[CH:13][C:6]([N+:3]([O-:5])=[O:4])=[CH:7][CH:8]=1. The yield is 0.622. The catalyst is CCOC(C)=O. (6) The reactants are [CH3:1][O:2][C:3]1[CH:10]=[C:7]([CH:8]=[O:9])[C:6]([OH:11])=[CH:5][CH:4]=1.[N+:12]([O-])([OH:14])=[O:13]. The catalyst is C(O)(=O)C. The product is [OH:11][C:6]1[C:5]([N+:12]([O-:14])=[O:13])=[CH:4][C:3]([O:2][CH3:1])=[CH:10][C:7]=1[CH:8]=[O:9]. The yield is 0.690. (7) The catalyst is C1COCC1. The yield is 0.530. The product is [CH2:19]([C@@:26]([OH:63])([CH2:43][CH2:44][OH:45])[C:27]([N:29]1[C@H:33]2[C:34]3[CH:35]=[CH:36][CH:37]=[CH:38][C:39]=3[CH2:40][C@H:32]2[O:31][C:30]1([CH3:42])[CH3:41])=[O:28])[C:20]1[CH:25]=[CH:24][CH:23]=[CH:22][CH:21]=1. The reactants are CCCC[N+](CCCC)(CCCC)CCCC.[F-].[CH2:19]([C@@:26]([OH:63])([CH2:43][CH2:44][O:45][Si](C(C)(C)C)(C1C=CC=CC=1)C1C=CC=CC=1)[C:27]([N:29]1[C@H:33]2[C:34]3[CH:35]=[CH:36][CH:37]=[CH:38][C:39]=3[CH2:40][C@H:32]2[O:31][C:30]1([CH3:42])[CH3:41])=[O:28])[C:20]1[CH:25]=[CH:24][CH:23]=[CH:22][CH:21]=1.